This data is from Peptide-MHC class I binding affinity with 185,985 pairs from IEDB/IMGT. The task is: Regression. Given a peptide amino acid sequence and an MHC pseudo amino acid sequence, predict their binding affinity value. This is MHC class I binding data. (1) The peptide sequence is YIIRVTTEL. The MHC is HLA-A02:03 with pseudo-sequence HLA-A02:03. The binding affinity (normalized) is 0.735. (2) The peptide sequence is RTFGKLPYR. The MHC is HLA-B07:02 with pseudo-sequence HLA-B07:02. The binding affinity (normalized) is 0.0847. (3) The MHC is HLA-B07:02 with pseudo-sequence HLA-B07:02. The binding affinity (normalized) is 0. The peptide sequence is MWAQDAAAMF. (4) The peptide sequence is APRELLQYI. The MHC is HLA-B08:02 with pseudo-sequence HLA-B08:02. The binding affinity (normalized) is 0.0847. (5) The peptide sequence is RLLNAWVKV. The MHC is HLA-A02:06 with pseudo-sequence HLA-A02:06. The binding affinity (normalized) is 1.00. (6) The peptide sequence is QSYVDRFYK. The MHC is HLA-A33:01 with pseudo-sequence HLA-A33:01. The binding affinity (normalized) is 0.598.